Dataset: Buchwald-Hartwig C-N cross coupling reaction yields with 55,370 reactions. Task: Predict the reaction yield, written as a fraction of the theoretical maximum amount of product (1.0 means a 100% yield; for example, 0.34 means a 34% yield). The reactants are CCc1ccc(Br)cc1.Cc1ccc(N)cc1.O=S(=O)(O[Pd]1c2ccccc2-c2ccccc2N~1)C(F)(F)F.CC(C)c1cc(C(C)C)c(-c2ccccc2P(C2CCCCC2)C2CCCCC2)c(C(C)C)c1.CN(C)C(=NC(C)(C)C)N(C)C.Cc1cc(-n2cccc2)no1. No catalyst specified. The product is CCc1ccc(Nc2ccc(C)cc2)cc1. The yield is 0.338.